From a dataset of Catalyst prediction with 721,799 reactions and 888 catalyst types from USPTO. Predict which catalyst facilitates the given reaction. (1) Reactant: [Cl:1][C:2]1[C:11]2[C:6](=[CH:7][CH:8]=[CH:9][CH:10]=2)[C:5]([N:12]2[CH2:17][CH2:16][NH:15][CH2:14][C@H:13]2[CH3:18])=[N:4][N:3]=1.C(N(CC)C(C)C)(C)C.[C:28](Cl)(=[O:35])[C:29]1[CH:34]=[CH:33][CH:32]=[CH:31][CH:30]=1. Product: [Cl:1][C:2]1[C:11]2[C:6](=[CH:7][CH:8]=[CH:9][CH:10]=2)[C:5]([N:12]2[CH2:17][CH2:16][N:15]([C:28]([C:29]3[CH:34]=[CH:33][CH:32]=[CH:31][CH:30]=3)=[O:35])[CH2:14][C@H:13]2[CH3:18])=[N:4][N:3]=1. The catalyst class is: 39. (2) Reactant: [CH3:1][N:2]1[CH2:7][CH2:6][CH:5]([N:8]([C:10]2[CH:15]=[CH:14][CH:13]=[C:12]([NH2:16])[CH:11]=2)[CH3:9])[CH2:4][CH2:3]1.N1C=CC=CC=1.[F:23][C:24]1[CH:32]=[CH:31][CH:30]=[C:29]([F:33])[C:25]=1[C:26]([Cl:28])=[O:27]. Product: [ClH:28].[ClH:28].[F:23][C:24]1[CH:32]=[CH:31][CH:30]=[C:29]([F:33])[C:25]=1[C:26]([NH:16][C:12]1[CH:13]=[CH:14][CH:15]=[C:10]([N:8]([CH3:9])[CH:5]2[CH2:4][CH2:3][N:2]([CH3:1])[CH2:7][CH2:6]2)[CH:11]=1)=[O:27]. The catalyst class is: 4. (3) Reactant: [C:1]([C:3]1[CH:4]=[C:5]([NH2:9])[CH:6]=[N:7][CH:8]=1)#[CH:2]. Product: [CH2:1]([C:3]1[CH:4]=[C:5]([NH2:9])[CH:6]=[N:7][CH:8]=1)[CH3:2]. The catalyst class is: 19. (4) Reactant: [CH3:1][O:2][C:3]1[CH:8]=[CH:7][CH:6]=[CH:5][C:4]=1[C:9]1[N:14]=[CH:13][N:12]=[C:11]([NH:15][C:16]([CH:18]2[CH2:23][CH2:22][CH2:21][NH:20][CH2:19]2)=[O:17])[CH:10]=1.C(N(CC)CC)C.[CH3:31][S:32](Cl)(=[O:34])=[O:33]. Product: [CH3:1][O:2][C:3]1[CH:8]=[CH:7][CH:6]=[CH:5][C:4]=1[C:9]1[N:14]=[CH:13][N:12]=[C:11]([NH:15][C:16]([CH:18]2[CH2:23][CH2:22][CH2:21][N:20]([S:32]([CH3:31])(=[O:34])=[O:33])[CH2:19]2)=[O:17])[CH:10]=1. The catalyst class is: 4. (5) Reactant: [Cu]([C:4]#[N:5])C#N.Br[C:7]1[CH:12]=[CH:11][C:10]([C@@:13]2([CH3:46])[C@@H:20]([C:21]3[CH:26]=[CH:25][C:24]([Cl:27])=[CH:23][CH:22]=3)[N:19]3[C:15]([S:16][C:17]([C:31]([N:33]4[CH2:37][CH2:36][CH2:35][C@H:34]4[C:38]([N:40]4[CH2:45][CH2:44][O:43][CH2:42][CH2:41]4)=[O:39])=[O:32])=[C:18]3[CH:28]([CH3:30])[CH3:29])=[N:14]2)=[CH:9][CH:8]=1.[OH-].[Na+]. Product: [Cl:27][C:24]1[CH:23]=[CH:22][C:21]([C@H:20]2[N:19]3[C:15]([S:16][C:17]([C:31]([N:33]4[CH2:37][CH2:36][CH2:35][C@H:34]4[C:38]([N:40]4[CH2:45][CH2:44][O:43][CH2:42][CH2:41]4)=[O:39])=[O:32])=[C:18]3[CH:28]([CH3:30])[CH3:29])=[N:14][C@:13]2([C:10]2[CH:9]=[CH:8][C:7]([C:4]#[N:5])=[CH:12][CH:11]=2)[CH3:46])=[CH:26][CH:25]=1. The catalyst class is: 9. (6) Reactant: C(O[C:6](=O)[N:7]([CH2:9][CH2:10][CH2:11][C:12]1([CH3:38])[CH2:21][C:20]2[C:15](=[CH:16][CH:17]=[C:18]([C:22]3[CH:27]=[CH:26][CH:25]=[CH:24][CH:23]=3)[CH:19]=2)[N:14](CC2C=CC(OC)=CC=2)[C:13]1=[O:37])C)(C)(C)C.C1(OC)C=CC=CC=1. Product: [CH3:38][C:12]1([CH2:11][CH2:10][CH2:9][NH:7][CH3:6])[CH2:21][C:20]2[C:15](=[CH:16][CH:17]=[C:18]([C:22]3[CH:23]=[CH:24][CH:25]=[CH:26][CH:27]=3)[CH:19]=2)[NH:14][C:13]1=[O:37]. The catalyst class is: 55. (7) Reactant: Br.[F:2][C:3]1[CH:4]=[C:5]([N:11]2[CH:15]=[C:14]([CH3:16])[CH:13]=[N:12]2)[CH:6]=[CH:7][C:8]=1[O:9]C. Product: [F:2][C:3]1[CH:4]=[C:5]([N:11]2[CH:15]=[C:14]([CH3:16])[CH:13]=[N:12]2)[CH:6]=[CH:7][C:8]=1[OH:9]. The catalyst class is: 52. (8) Reactant: [OH:1][NH:2][C:3](=[NH:14])[C:4]1[CH:9]=[CH:8][C:7]([S:10]([CH3:13])(=[O:12])=[O:11])=[CH:6][CH:5]=1.N1C=CC=CC=1.Cl[C:22](OC)=[O:23]. Product: [CH3:13][S:10]([C:7]1[CH:6]=[CH:5][C:4]([C:3]2[N:14]=[C:22]([OH:23])[O:1][N:2]=2)=[CH:9][CH:8]=1)(=[O:11])=[O:12]. The catalyst class is: 3. (9) Reactant: [N:1]([CH:4]([CH3:11])[CH2:5][C:6]1[S:7][CH:8]=[CH:9][CH:10]=1)=[C:2]=[O:3].N. Product: [CH3:11][CH:4]1[NH:1][C:2](=[O:3])[C:10]2[CH:9]=[CH:8][S:7][C:6]=2[CH2:5]1. The catalyst class is: 2.